Dataset: Peptide-MHC class II binding affinity with 134,281 pairs from IEDB. Task: Regression. Given a peptide amino acid sequence and an MHC pseudo amino acid sequence, predict their binding affinity value. This is MHC class II binding data. (1) The peptide sequence is SELPDFLAKKGGEAM. The MHC is DRB1_1301 with pseudo-sequence DRB1_1301. The binding affinity (normalized) is 0.306. (2) The peptide sequence is HLTELQESVVREAMG. The MHC is DRB1_0101 with pseudo-sequence DRB1_0101. The binding affinity (normalized) is 0.478. (3) The peptide sequence is DVKFPGGGQIVGGVY. The MHC is HLA-DPA10301-DPB10402 with pseudo-sequence HLA-DPA10301-DPB10402. The binding affinity (normalized) is 0.206. (4) The peptide sequence is LIGPTPVNIIGRNLLTQIGC. The MHC is DRB1_0101 with pseudo-sequence DRB1_0101. The binding affinity (normalized) is 0.211. (5) The peptide sequence is AFKIAATAANAAPAN. The MHC is HLA-DPA10103-DPB10301 with pseudo-sequence HLA-DPA10103-DPB10301. The binding affinity (normalized) is 0.601.